Dataset: Forward reaction prediction with 1.9M reactions from USPTO patents (1976-2016). Task: Predict the product of the given reaction. (1) Given the reactants Br[C:2]1[CH:24]=[C:23]([F:25])[CH:22]=[CH:21][C:3]=1[O:4][CH2:5][C:6]([N:8]([CH:18]([CH3:20])[CH3:19])[NH:9][C:10](=[O:17])[C:11]1[CH:16]=[CH:15][CH:14]=[CH:13][CH:12]=1)=[O:7].C([O-])([O-])=O.[Na+].[Na+].[O:32]([C:36]1[CH:41]=[CH:40][CH:39]=[CH:38][C:37]=1B(O)O)[CH:33]([CH3:35])[CH3:34], predict the reaction product. The product is: [F:25][C:23]1[CH:22]=[CH:21][C:3]([O:4][CH2:5][C:6]([N:8]([CH:18]([CH3:20])[CH3:19])[NH:9][C:10](=[O:17])[C:11]2[CH:16]=[CH:15][CH:14]=[CH:13][CH:12]=2)=[O:7])=[C:2]([C:37]2[CH:38]=[CH:39][CH:40]=[CH:41][C:36]=2[O:32][CH:33]([CH3:35])[CH3:34])[CH:24]=1. (2) Given the reactants [C:1]([O:9][CH2:10][C@@H:11]1[C@@H:15]([F:16])[C@:14]([O:18][C:19](=[O:26])[C:20]2[CH:25]=[CH:24][CH:23]=[CH:22][CH:21]=2)([CH3:17])[C@@H](OC)O1)(=[O:8])[C:2]1[CH:7]=[CH:6][CH:5]=[CH:4][CH:3]=1.[C:29](OC(=O)C)(=[O:31])[CH3:30].[C:36]([O-:39])([OH:38])=O.[Na+], predict the reaction product. The product is: [C:1]([O:9][CH2:10][C@@H:11]1[C@@H:15]([F:16])[C@:14]([O:18][C:19](=[O:26])[C:20]2[CH:21]=[CH:22][CH:23]=[CH:24][CH:25]=2)([CH3:17])[CH:36]([O:38][C:29](=[O:31])[CH3:30])[O:39]1)(=[O:8])[C:2]1[CH:3]=[CH:4][CH:5]=[CH:6][CH:7]=1. (3) Given the reactants Cl[C:2]1[N:7]=[C:6]([NH2:8])[CH:5]=[CH:4][N:3]=1.Cl.Cl.[N:11]1([CH:16]2[CH2:21][CH2:20][NH:19][CH2:18][CH2:17]2)[CH:15]=[N:14][CH:13]=[N:12]1, predict the reaction product. The product is: [N:11]1([CH:16]2[CH2:21][CH2:20][N:19]([C:2]3[N:7]=[C:6]([NH2:8])[CH:5]=[CH:4][N:3]=3)[CH2:18][CH2:17]2)[CH:15]=[N:14][CH:13]=[N:12]1. (4) Given the reactants [F:8][C:7]([F:10])([F:9])[C:6](O[C:6](=[O:11])[C:7]([F:10])([F:9])[F:8])=[O:11].[C:14]1([CH:20]=[CH:21][CH2:22][NH:23][CH2:24][CH:25]=[CH2:26])[CH:19]=[CH:18][CH:17]=[CH:16][CH:15]=1.C(N(CC)CC)C, predict the reaction product. The product is: [C:14]1([CH:20]=[CH:21][CH2:22][N:23]([CH2:24][CH:25]=[CH2:26])[C:6](=[O:11])[C:7]([F:8])([F:9])[F:10])[CH:19]=[CH:18][CH:17]=[CH:16][CH:15]=1.